This data is from HIV replication inhibition screening data with 41,000+ compounds from the AIDS Antiviral Screen. The task is: Binary Classification. Given a drug SMILES string, predict its activity (active/inactive) in a high-throughput screening assay against a specified biological target. (1) The compound is O=C(Nc1ccn(C2CC(O)C(COC(c3ccccc3)(c3ccccc3)c3ccccc3)O2)c(=O)n1)c1ccccc1. The result is 0 (inactive). (2) The molecule is O=S(=O)(CC(Cl)c1ccccc1)c1nc2ccccc2s1. The result is 0 (inactive). (3) The compound is NC(Cc1ccc(S(=O)(=O)O)cc1)C(=O)NC(CCCCNC(=O)NCCCCC(NC(=O)C(N)Cc1ccc(S(=O)(=O)O)cc1)C(=O)NC(Cc1ccc(S(=O)(=O)O)cc1)C(=O)O)C(=O)NC(Cc1ccc(S(=O)(=O)O)cc1)C(=O)O.[NaH]. The result is 0 (inactive). (4) The molecule is Cc1ccc(-n2nnc(C(N)=O)c2O)cc1.[NaH]. The result is 0 (inactive).